Predict the product of the given reaction. From a dataset of Forward reaction prediction with 1.9M reactions from USPTO patents (1976-2016). (1) Given the reactants Cl[C:2]1[C:7]([C:8]([OH:10])=[O:9])=[CH:6][N:5]=[C:4]([Cl:11])[C:3]=1[Cl:12].[CH2:13]([NH2:20])[C:14]1[CH:19]=[CH:18][CH:17]=[CH:16][CH:15]=1.C(N(CC)CC)C.[Cl-].[Na+], predict the reaction product. The product is: [CH2:13]([NH:20][C:2]1[C:7]([C:8]([OH:10])=[O:9])=[CH:6][N:5]=[C:4]([Cl:11])[C:3]=1[Cl:12])[C:14]1[CH:19]=[CH:18][CH:17]=[CH:16][CH:15]=1. (2) Given the reactants [C:1]([CH2:4][CH2:5][CH2:6][CH2:7][CH2:8][CH2:9][CH2:10][C:11]([NH:13][C:14]1[CH:19]=[CH:18][CH:17]=[CH:16][C:15]=1[S:20]([NH:23][C:24]([C@@:26]1([NH:31][C:32]([C@H:34]2[NH:38][CH2:37][C@H:36]([O:39][C:40]([N:42]3[CH2:50][C:49]4[C:44](=[CH:45][CH:46]=[CH:47][C:48]=4[F:51])[CH2:43]3)=[O:41])[CH2:35]2)=[O:33])[CH2:28][C@H:27]1[CH:29]=[CH2:30])=[O:25])(=[O:22])=[O:21])=[O:12])(O)=[O:2].[CH3:52]CN(C(C)C)C(C)C.C[N:62]([C:64]([O:68]N1N=NC2C=CC=NC1=2)=[N+](C)C)C.F[P-](F)(F)(F)(F)F, predict the reaction product. The product is: [C:64](=[N:62][C@:27]1([CH:26]2[NH:31][C:32](=[O:33])[C@H:34]3[N:38]([CH2:37][C@H:36]([O:39][C:40]([N:42]4[CH2:50][C:49]5[C:44](=[CH:45][CH:46]=[CH:47][C:48]=5[F:51])[CH2:43]4)=[O:41])[CH2:35]3)[C:1](=[O:2])[CH2:4][CH2:5][CH2:6][CH2:7][CH2:8][CH2:9][CH2:10][C:11](=[O:12])[NH:13][C:14]3[C:15](=[CH:16][CH:17]=[CH:18][CH:19]=3)[S:20](=[O:21])(=[O:22])[NH:23][C:24]2=[O:25])[CH2:28][C@H:29]1[CH:30]=[CH2:52])=[O:68]. (3) Given the reactants O[N:2]1C(=O)[CH2:5][CH2:4][C:3]1=[O:8].C1([N:15]=C=NC2CCCCC2)CCCCC1.C(O[C:29]([C@@H:31]1[CH2:35][CH2:34][CH2:33][N:32]1[S:36]([C:39]1[N:43]2[C@:44]([CH3:69])([CH2:56][C:57]3[CH:62]=[CH:61][C:60]([C:63]4[CH:64]=[N:65][CH:66]=[N:67][CH:68]=4)=[CH:59][CH:58]=3)[C:45](=[O:55])[N:46]([C:47]3[CH:52]=[C:51]([Cl:53])[CH:50]=[C:49]([Cl:54])[CH:48]=3)[C:42]2=[N:41][CH:40]=1)(=[O:38])=[O:37])=[O:30])(C)(C)C, predict the reaction product. The product is: [C:3]([C@H:4]([NH:15][C:29]([C@@H:31]1[CH2:35][CH2:34][CH2:33][N:32]1[S:36]([C:39]1[N:43]2[C@:44]([CH3:69])([CH2:56][C:57]3[CH:62]=[CH:61][C:60]([C:63]4[CH:64]=[N:65][CH:66]=[N:67][CH:68]=4)=[CH:59][CH:58]=3)[C:45](=[O:55])[N:46]([C:47]3[CH:52]=[C:51]([Cl:53])[CH:50]=[C:49]([Cl:54])[CH:48]=3)[C:42]2=[N:41][CH:40]=1)(=[O:38])=[O:37])=[O:30])[CH3:5])(=[O:8])[NH2:2].